From a dataset of Catalyst prediction with 721,799 reactions and 888 catalyst types from USPTO. Predict which catalyst facilitates the given reaction. (1) Reactant: [N:1]1[CH:6]=[CH:5][CH:4]=[C:3]([CH2:7][NH:8][C:9]([C:11]2[CH:12]=[C:13]([CH2:19][CH2:20][C:21]([O:23]C)=[O:22])[CH:14]=[CH:15][C:16]=2[O:17][CH3:18])=[O:10])[CH:2]=1.[OH-].[Na+]. Product: [N:1]1[CH:6]=[CH:5][CH:4]=[C:3]([CH2:7][NH:8][C:9]([C:11]2[CH:12]=[C:13]([CH2:19][CH2:20][C:21]([OH:23])=[O:22])[CH:14]=[CH:15][C:16]=2[O:17][CH3:18])=[O:10])[CH:2]=1. The catalyst class is: 5. (2) Reactant: [C:1]([NH:4][C@@H:5]([CH3:30])[CH2:6][O:7][C:8]1[N:13]=[CH:12][C:11]([NH:14][C:15]([C:17]2[CH:22]=[C:21]([F:23])[C:20]([O:24][CH2:25][CH:26]3[CH2:28][CH2:27]3)=[CH:19][N:18]=2)=[O:16])=[C:10](Cl)[CH:9]=1)(=[O:3])[CH3:2].C(=O)([O-])[O-].[K+].[K+].O. Product: [CH:26]1([CH2:25][O:24][C:20]2[C:21]([F:23])=[CH:22][C:17]([C:15]3[O:16][C:10]4[CH:9]=[C:8]([O:7][CH2:6][C@@H:5]([NH:4][C:1](=[O:3])[CH3:2])[CH3:30])[N:13]=[CH:12][C:11]=4[N:14]=3)=[N:18][CH:19]=2)[CH2:28][CH2:27]1. The catalyst class is: 122. (3) Reactant: [CH:1]([NH:4][C:5]1[N:9]([CH3:10])[C:8]2[CH:11]=[CH:12][C:13]([NH2:15])=[CH:14][C:7]=2[N:6]=1)([CH3:3])[CH3:2].C([O-])(O)=O.[Na+].[Cl:21][C:22]1[N:27]=[C:26](Cl)[CH:25]=[CH:24][N:23]=1. Product: [Cl:21][C:22]1[N:27]=[C:26]([NH:15][C:13]2[CH:12]=[CH:11][C:8]3[N:9]([CH3:10])[C:5]([NH:4][CH:1]([CH3:3])[CH3:2])=[N:6][C:7]=3[CH:14]=2)[CH:25]=[CH:24][N:23]=1. The catalyst class is: 219. (4) Reactant: C(OC(=O)[NH:7][CH2:8][C:9]#[C:10][C:11]1[CH:12]=[C:13]2[C:18](=[CH:19][CH:20]=1)[N:17]=[CH:16][N:15]=[C:14]2[NH:21][C:22]1[CH:27]=[CH:26][C:25]([O:28][C:29]2[CH:30]=[N:31][C:32]([CH3:35])=[CH:33][CH:34]=2)=[C:24]([CH3:36])[CH:23]=1)(C)(C)C.C(O)(C(F)(F)F)=O. Product: [NH2:7][CH2:8][C:9]#[C:10][C:11]1[CH:12]=[C:13]2[C:18](=[CH:19][CH:20]=1)[N:17]=[CH:16][N:15]=[C:14]2[NH:21][C:22]1[CH:27]=[CH:26][C:25]([O:28][C:29]2[CH:30]=[N:31][C:32]([CH3:35])=[CH:33][CH:34]=2)=[C:24]([CH3:36])[CH:23]=1. The catalyst class is: 754. (5) Reactant: Cl.[CH2:2]([O:4][C:5]([C@@H:7]1[CH2:15][C:14]2[C:9](=[CH:10][CH:11]=[CH:12][CH:13]=2)[N:8]1[C:16](=[O:27])[CH2:17][NH:18][C:19](=[O:26])[C@@H:20]([NH2:25])[C@@H:21]([CH3:24])[CH2:22][CH3:23])=[O:6])[CH3:3].CCN(C(C)C)C(C)C.Cl[C:38]1[N:43]=[CH:42][CH:41]=[CH:40][N:39]=1. Product: [CH2:2]([O:4][C:5]([C@@H:7]1[CH2:15][C:14]2[C:9](=[CH:10][CH:11]=[CH:12][CH:13]=2)[N:8]1[C:16](=[O:27])[CH2:17][NH:18][C:19](=[O:26])[C@@H:20]([NH:25][C:38]1[N:43]=[CH:42][CH:41]=[CH:40][N:39]=1)[C@@H:21]([CH3:24])[CH2:22][CH3:23])=[O:6])[CH3:3]. The catalyst class is: 10. (6) Reactant: Br[C:2]1[CH:7]=[C:6]([O:8][C:9]([F:14])([F:13])[CH:10]([F:12])[F:11])[CH:5]=[C:4]([F:15])[CH:3]=1.C([Li])CCC.[Br:21][C:22]1[CH:23]=[C:24]([CH:27]=[CH:28][C:29]=1[F:30])[CH:25]=[O:26]. The catalyst class is: 28. Product: [Br:21][C:22]1[CH:23]=[C:24]([CH:25]([C:7]2[CH:2]=[CH:3][C:4]([F:15])=[CH:5][C:6]=2[O:8][C:9]([F:14])([F:13])[CH:10]([F:12])[F:11])[OH:26])[CH:27]=[CH:28][C:29]=1[F:30].